From a dataset of Forward reaction prediction with 1.9M reactions from USPTO patents (1976-2016). Predict the product of the given reaction. (1) Given the reactants C([Si](C)(C)[O:6][CH2:7][CH2:8][N:9]([C:34]#[N:35])[C:10]1[CH:15]=[CH:14][C:13]([NH:16][C:17](=[O:33])[C:18]2[CH:23]=[CH:22][CH:21]=[N:20][C:19]=2[NH:24][C:25]([C:27]2[S:28][C:29]([Cl:32])=[CH:30][CH:31]=2)=[O:26])=[CH:12][CH:11]=1)(C)(C)C.[CH3:38][S:39]([OH:42])(=[O:41])=[O:40], predict the reaction product. The product is: [CH3:38][S:39]([OH:42])(=[O:41])=[O:40].[Cl:32][C:29]1[S:28][C:27]([C:25]([NH:24][C:19]2[N:20]=[CH:21][CH:22]=[CH:23][C:18]=2[C:17]([NH:16][C:13]2[CH:14]=[CH:15][C:10]([N:9]3[CH2:8][CH2:7][O:6][C:34]3=[NH:35])=[CH:11][CH:12]=2)=[O:33])=[O:26])=[CH:31][CH:30]=1. (2) Given the reactants [OH:1][C:2]1[CH:3]=[CH:4][C:5]2[N:9]=[C:8]([C:10]3[CH:14]=[CH:13][S:12][CH:11]=3)[N:7]([C:15]3[CH:20]=[CH:19][C:18]([F:21])=[CH:17][CH:16]=3)[C:6]=2[CH:22]=1.[CH3:23][O:24][C:25](=[O:32])[CH2:26][CH2:27][CH2:28][CH2:29][CH2:30]Br, predict the reaction product. The product is: [CH3:23][O:24][C:25](=[O:32])[CH2:26][CH2:27][CH2:28][CH2:29][CH2:30][O:1][C:2]1[CH:3]=[CH:4][C:5]2[N:9]=[C:8]([C:10]3[CH:14]=[CH:13][S:12][CH:11]=3)[N:7]([C:15]3[CH:16]=[CH:17][C:18]([F:21])=[CH:19][CH:20]=3)[C:6]=2[CH:22]=1. (3) The product is: [CH2:1]([O:3][C:4](=[O:28])[C:5]([O:8][C:9]1[CH:14]=[CH:13][C:12]([O:15][C:16]2[CH:21]=[CH:20][C:19]([NH2:22])=[C:18]([C:25]#[N:26])[CH:17]=2)=[CH:11][C:10]=1[CH3:27])([CH3:6])[CH3:7])[CH3:2]. Given the reactants [CH2:1]([O:3][C:4](=[O:28])[C:5]([O:8][C:9]1[CH:14]=[CH:13][C:12]([O:15][C:16]2[CH:21]=[CH:20][C:19]([N+:22]([O-])=O)=[C:18]([C:25]#[N:26])[CH:17]=2)=[CH:11][C:10]=1[CH3:27])([CH3:7])[CH3:6])[CH3:2], predict the reaction product. (4) Given the reactants [CH:1]1([CH:5]([C:16]([O:18][CH2:19][C:20]2[CH:25]=[CH:24][CH:23]=[CH:22][CH:21]=2)=[O:17])[C:6]([O:8][CH2:9][C:10]2[CH:15]=[CH:14][CH:13]=[CH:12][CH:11]=2)=[O:7])[CH2:4][CH2:3][CH2:2]1.IC.[C:28](=O)([O-])[O-].[Cs+].[Cs+].O, predict the reaction product. The product is: [CH:1]1([C:5]([CH3:28])([C:16]([O:18][CH2:19][C:20]2[CH:25]=[CH:24][CH:23]=[CH:22][CH:21]=2)=[O:17])[C:6]([O:8][CH2:9][C:10]2[CH:11]=[CH:12][CH:13]=[CH:14][CH:15]=2)=[O:7])[CH2:4][CH2:3][CH2:2]1. (5) Given the reactants [Cl:1][C:2]1[C:10]2[N:6]([C:7]([CH:14]3[CH2:18][CH2:17][O:16][CH2:15]3)=[CH:8][C:9]=2[C:11]([OH:13])=O)[CH:5]=[CH:4][CH:3]=1.[NH2:19][CH2:20][C:21]1([OH:29])[CH2:26][CH2:25][C:24]([F:28])([F:27])[CH2:23][CH2:22]1.CCN=C=NCCCN(C)C.C1C=CC2N(O)N=NC=2C=1.CCN(C(C)C)C(C)C, predict the reaction product. The product is: [Cl:1][C:2]1[C:10]2[N:6]([C:7]([CH:14]3[CH2:18][CH2:17][O:16][CH2:15]3)=[CH:8][C:9]=2[C:11]([NH:19][CH2:20][C:21]2([OH:29])[CH2:22][CH2:23][C:24]([F:28])([F:27])[CH2:25][CH2:26]2)=[O:13])[CH:5]=[CH:4][CH:3]=1.